This data is from Forward reaction prediction with 1.9M reactions from USPTO patents (1976-2016). The task is: Predict the product of the given reaction. (1) The product is: [F:1][C:2]1[CH:7]=[C:6]([O:8][CH2:9][CH:10]2[CH2:15][CH2:14][N:13]([CH2:16][C:17]([F:20])([CH3:19])[CH3:18])[CH2:12][CH2:11]2)[CH:5]=[CH:4][C:3]=1[C:21]1[C:26]([C:50]([N:30]2[CH2:34][CH2:33][CH2:32][C@H:31]2[C:35]([NH2:37])=[O:36])=[O:51])=[CH:25][CH:24]=[CH:23][CH:22]=1. Given the reactants [F:1][C:2]1[CH:7]=[C:6]([O:8][CH2:9][CH:10]2[CH2:15][CH2:14][N:13]([CH2:16][C:17]([F:20])([CH3:19])[CH3:18])[CH2:12][CH2:11]2)[CH:5]=[CH:4][C:3]=1[C:21]1[CH:26]=[CH:25][C:24](C(O)=O)=[CH:23][CH:22]=1.[NH:30]1[CH2:34][CH2:33][CH2:32][C@H:31]1[C:35]([NH2:37])=[O:36].CCN(CC)CC.[NH4+].[Cl-].CN([CH:50]=[O:51])C, predict the reaction product. (2) Given the reactants O.[OH-].[Li+].CO.O.[CH2:7]([C:11]1[N:16]=[C:15]([CH3:17])[N:14]=[C:13]([O:18][CH2:19][C:20]([O:22]CC)=[O:21])[C:12]=1[CH2:25][C:26]1[CH:31]=[CH:30][C:29]([C:32]2[CH:37]=[CH:36][CH:35]=[CH:34][C:33]=2[C:38]#[N:39])=[CH:28][CH:27]=1)[CH2:8][CH2:9][CH3:10], predict the reaction product. The product is: [CH2:7]([C:11]1[N:16]=[C:15]([CH3:17])[N:14]=[C:13]([O:18][CH2:19][C:20]([OH:22])=[O:21])[C:12]=1[CH2:25][C:26]1[CH:27]=[CH:28][C:29]([C:32]2[CH:37]=[CH:36][CH:35]=[CH:34][C:33]=2[C:38]#[N:39])=[CH:30][CH:31]=1)[CH2:8][CH2:9][CH3:10]. (3) Given the reactants [Si]([O:8][N:9]=[C:10]1[C:18]2[C:13](=[CH:14][C:15]([NH:19][C:20]3[C:28]4[C:23](=[CH:24][N:25]=[CH:26][CH:27]=4)[S:22][C:21]=3[C:29]([NH:31][CH3:32])=[O:30])=[CH:16][CH:17]=2)[CH2:12][CH2:11]1)(C(C)(C)C)(C)C.CCCC[N+](CCCC)(CCCC)CCCC.[F-], predict the reaction product. The product is: [OH:8][N:9]=[C:10]1[C:18]2[C:13](=[CH:14][C:15]([NH:19][C:20]3[C:28]4[C:23](=[CH:24][N:25]=[CH:26][CH:27]=4)[S:22][C:21]=3[C:29]([NH:31][CH3:32])=[O:30])=[CH:16][CH:17]=2)[CH2:12][CH2:11]1. (4) The product is: [CH:20]([NH:19][C:16]1[S:17][CH:18]=[C:14]([C:4]2[N:3]=[C:2]([O:1][CH:37]3[CH2:54][CH:53]4[N:39]([C:40](=[O:60])[N:41]([CH3:59])[CH2:42][CH2:43][CH2:44][CH2:45][CH:46]=[CH:47][CH:48]5[C:50]([C:56]([OH:58])=[O:57])([NH:51][C:52]4=[O:55])[CH2:49]5)[CH2:38]3)[C:11]3[C:6]([CH:5]=2)=[CH:7][C:8]([O:12][CH3:13])=[CH:9][CH:10]=3)[N:15]=1)([CH3:22])[CH3:21]. Given the reactants [OH:1][C:2]1[C:11]2[C:6](=[CH:7][C:8]([O:12][CH3:13])=[CH:9][CH:10]=2)[CH:5]=[C:4]([C:14]2[N:15]=[C:16]([NH:19][CH:20]([CH3:22])[CH3:21])[S:17][CH:18]=2)[N:3]=1.ClC1N=C(O[CH:37]2[CH2:54][CH:53]3[N:39]([C:40](=[O:60])[N:41]([CH3:59])[CH2:42][CH2:43][CH2:44][CH2:45][CH:46]=[CH:47][CH:48]4[C:50]([C:56]([OH:58])=[O:57])([NH:51][C:52]3=[O:55])[CH2:49]4)[CH2:38]2)C2C(C=1)=CC(OC)=CC=2, predict the reaction product. (5) Given the reactants [F:1][C:2]1[CH:7]=[CH:6][C:5]([N:8]2[C:11](=[O:12])[C@H:10]([S:13]SC3C([N+]([O-])=O)=CC=CN=3)[C@H:9]2[C:24]2[CH:38]=[CH:37][C:27]([O:28][CH2:29][C:30]([O:32]C(C)(C)C)=[O:31])=[CH:26][CH:25]=2)=[CH:4][CH:3]=1.C1(P(C2C=CC=CC=2)C2C=CC=CC=2)C=CC=CC=1.Br[CH2:59][C:60]([C:62]1[CH:67]=[CH:66][C:65]([C:68]([CH3:71])([CH3:70])[CH3:69])=[CH:64][CH:63]=1)=[O:61].CCN(CC)CC, predict the reaction product. The product is: [C:68]([C:65]1[CH:64]=[CH:63][C:62]([C:60](=[O:61])[CH2:59][S:13][C@H:10]2[C:11](=[O:12])[N:8]([C:5]3[CH:6]=[CH:7][C:2]([F:1])=[CH:3][CH:4]=3)[C@@H:9]2[C:24]2[CH:25]=[CH:26][C:27]([O:28][CH2:29][C:30]([OH:32])=[O:31])=[CH:37][CH:38]=2)=[CH:67][CH:66]=1)([CH3:71])([CH3:69])[CH3:70]. (6) Given the reactants C(OC(=O)[N:6]([C:30]([CH3:33])([CH3:32])[CH3:31])[CH2:7][C:8]1[CH:13]=[CH:12][CH:11]=[C:10]([C:14]2[CH:19]=[CH:18][N:17]=[C:16]([NH:20][CH2:21][CH2:22][C:23]3[CH:28]=[CH:27][C:26]([OH:29])=[CH:25][CH:24]=3)[N:15]=2)[CH:9]=1)C=C.C(N(C(C)C)CC)(C)C.CN1C(=O)CC(=O)N(C)C1=O, predict the reaction product. The product is: [C:30]([NH:6][CH2:7][C:8]1[CH:9]=[C:10]([C:14]2[CH:19]=[CH:18][N:17]=[C:16]([NH:20][CH2:21][CH2:22][C:23]3[CH:24]=[CH:25][C:26]([OH:29])=[CH:27][CH:28]=3)[N:15]=2)[CH:11]=[CH:12][CH:13]=1)([CH3:33])([CH3:31])[CH3:32]. (7) Given the reactants [CH3:1][C:2]1[N:7]=[C:6]([C:8]([F:11])([F:10])[F:9])[N:5]=[C:4]([N:12]2[C@@H:19]3[C@@H:14]([CH2:15][CH2:16][NH:17][CH2:18]3)[CH2:13]2)[CH:3]=1.CC1C=C(C)N=C(N2[C@@H]3[C@@H](CCNC3)C2)N=1.[F:36][C:37]1[CH:45]=[CH:44][CH:43]=[C:42]([N:46]2[N:50]=[CH:49][CH:48]=[N:47]2)[C:38]=1[C:39](O)=[O:40].S1C=CC=C1C1C=CC=CC=1C(O)=O, predict the reaction product. The product is: [F:36][C:37]1[CH:45]=[CH:44][CH:43]=[C:42]([N:46]2[N:50]=[CH:49][CH:48]=[N:47]2)[C:38]=1[C:39]([N:17]1[CH2:16][CH2:15][C@@H:14]2[C@@H:19]([N:12]([C:4]3[CH:3]=[C:2]([CH3:1])[N:7]=[C:6]([C:8]([F:10])([F:9])[F:11])[N:5]=3)[CH2:13]2)[CH2:18]1)=[O:40].